This data is from Full USPTO retrosynthesis dataset with 1.9M reactions from patents (1976-2016). The task is: Predict the reactants needed to synthesize the given product. (1) Given the product [CH2:1]([O:8][C:9]1[CH:10]=[CH:11][C:12]([C:15]2[C:16](=[O:18])[N:24]3[C:25]([NH:26][C:27]4[CH:32]=[CH:31][CH:30]=[CH:29][C:28]=43)=[C:33]([C:34]#[N:35])[C:21]=2[CH3:23])=[CH:13][CH:14]=1)[C:2]1[CH:3]=[CH:4][CH:5]=[CH:6][CH:7]=1, predict the reactants needed to synthesize it. The reactants are: [CH2:1]([O:8][C:9]1[CH:14]=[CH:13][C:12]([CH:15]([C:21]([CH3:23])=O)[C:16]([O:18]CC)=O)=[CH:11][CH:10]=1)[C:2]1[CH:7]=[CH:6][CH:5]=[CH:4][CH:3]=1.[N:24]1[C:28]2[CH:29]=[CH:30][CH:31]=[CH:32][C:27]=2[NH:26][C:25]=1[CH2:33][C:34]#[N:35].C([O-])(=O)C.[NH4+]. (2) Given the product [CH3:4][Si:3]([CH3:6])([CH3:5])[C:1]#[C:2][C:14]#[C:15][CH2:16][CH2:17][CH2:18][OH:19], predict the reactants needed to synthesize it. The reactants are: [C:1]([Si:3]([CH3:6])([CH3:5])[CH3:4])#[CH:2].N1CCCCC1.I[C:14]#[C:15][CH2:16][CH2:17][CH2:18][OH:19].